The task is: Regression. Given a peptide amino acid sequence and an MHC pseudo amino acid sequence, predict their binding affinity value. This is MHC class I binding data.. This data is from Peptide-MHC class I binding affinity with 185,985 pairs from IEDB/IMGT. (1) The peptide sequence is LATSIYTIER. The MHC is HLA-A11:01 with pseudo-sequence HLA-A11:01. The binding affinity (normalized) is 0.589. (2) The peptide sequence is KAALDLSHFL. The MHC is HLA-B35:01 with pseudo-sequence HLA-B35:01. The binding affinity (normalized) is 0.